Dataset: Full USPTO retrosynthesis dataset with 1.9M reactions from patents (1976-2016). Task: Predict the reactants needed to synthesize the given product. (1) Given the product [ClH:15].[N:18]1[CH:17]=[CH:16][N:11]2[C:10]=1[C:9]([OH:8])=[CH:14][CH:13]=[N:12]2, predict the reactants needed to synthesize it. The reactants are: C([O:8][C:9]1[C:10]2[N:11]([CH:16]=[CH:17][N:18]=2)[N:12]=[C:13]([Cl:15])[CH:14]=1)C1C=CC=CC=1. (2) Given the product [Cl:25][C:9]1[N:10]=[C:5]2[CH:4]=[CH:3][C:2]([F:1])=[CH:13][N:6]2[C:7](=[O:12])[CH:8]=1, predict the reactants needed to synthesize it. The reactants are: [F:1][C:2]1[CH:3]=[CH:4][C:5]2[N:6]([CH:13]=1)[C:7](=[O:12])[CH:8]=[C:9](O)[N:10]=2.CCN(C(C)C)C(C)C.O=P(Cl)(Cl)[Cl:25]. (3) Given the product [CH3:17][C:18]1[CH:26]=[CH:25][C:21]([C:22]([NH:2][CH:3]2[CH2:9][CH2:8][CH2:7][CH2:6][NH:5][C:4]2=[O:10])=[O:23])=[CH:20][CH:19]=1, predict the reactants needed to synthesize it. The reactants are: Cl.[NH2:2][CH:3]1[CH2:9][CH2:8][CH2:7][CH2:6][NH:5][C:4]1=[O:10].C([O-])([O-])=O.[K+].[K+].[CH3:17][C:18]1[CH:26]=[CH:25][C:21]([C:22](Cl)=[O:23])=[CH:20][CH:19]=1. (4) Given the product [Br:1][C:2]1[CH:3]=[CH:4][C:5]([C:8]2[C:13]([S:15]([OH:18])(=[O:17])=[O:16])=[CH:12][CH:11]=[CH:10][CH:9]=2)=[CH:6][CH:7]=1, predict the reactants needed to synthesize it. The reactants are: [Br:1][C:2]1[CH:7]=[CH:6][C:5]([C:8]2[CH:13]=[CH:12][CH:11]=[CH:10][CH:9]=2)=[CH:4][CH:3]=1.Cl[S:15]([OH:18])(=[O:17])=[O:16].